Dataset: Reaction yield outcomes from USPTO patents with 853,638 reactions. Task: Predict the reaction yield, written as a fraction of the theoretical maximum amount of product (1.0 means a 100% yield; for example, 0.34 means a 34% yield). (1) The reactants are [Cl:1][C:2]1[CH:3]=[C:4]([N:11]2[CH2:16][CH2:15][N:14]([CH3:17])[CH2:13][CH2:12]2)[CH:5]=[CH:6][C:7]=1[N+:8]([O-])=O.C(O)(=O)C. The catalyst is [Fe].O1CCCC1. The product is [Cl:1][C:2]1[CH:3]=[C:4]([N:11]2[CH2:16][CH2:15][N:14]([CH3:17])[CH2:13][CH2:12]2)[CH:5]=[CH:6][C:7]=1[NH2:8]. The yield is 0.250. (2) The reactants are [O:1]1[C:6]2[CH:7]=[CH:8][C:9]([CH:11]=O)=[CH:10][C:5]=2[O:4][CH2:3][CH2:2]1.[CH3:13][O:14][C:15]([C@H:17]1[CH2:22][CH2:21][C@H:20]([NH2:23])[CH2:19][CH2:18]1)=[O:16].C(O)(=O)C.C([BH3-])#N.[Na+]. The catalyst is ClCCCl.CO. The product is [CH3:13][O:14][C:15]([C@H:17]1[CH2:22][CH2:21][C@H:20]([NH:23][CH2:11][C:9]2[CH:8]=[CH:7][C:6]3[O:1][CH2:2][CH2:3][O:4][C:5]=3[CH:10]=2)[CH2:19][CH2:18]1)=[O:16]. The yield is 0.920. (3) The product is [CH2:13]([O:15][C:16]([C:18]1([CH2:7][CH:5]=[CH2:6])[CH2:23][CH2:22][CH2:21][C:20]2([O:32][CH2:31][CH2:30][O:24]2)[CH2:19]1)=[O:17])[CH3:14]. The yield is 0.810. The reactants are C(N[CH:5]([CH3:7])[CH3:6])(C)C.C([Li])CCC.[CH2:13]([O:15][C:16]([CH:18]1[CH2:23][CH2:22][CH2:21][C:20](=[O:24])[CH2:19]1)=[O:17])[CH3:14].C(Br)C=C.C1C[O:32][CH2:31][CH2:30]1. The catalyst is CCCCCC. (4) The reactants are [OH:1][C:2]1[C:11]2[C:6](=[N:7][CH:8]=[CH:9][CH:10]=2)[N:5]([CH2:12][CH2:13][CH:14]([CH3:16])[CH3:15])[C:4](=[O:17])[C:3]=1[C:18]1[NH:23][C:22]2[CH:24]=[CH:25][C:26]([NH:28][S:29]([NH:32][C:33]3[CH:34]=[C:35]([CH:41]=[CH:42][CH:43]=3)[C:36]([O:38]CC)=[O:37])(=[O:31])=[O:30])=[CH:27][C:21]=2[S:20](=[O:45])(=[O:44])[N:19]=1. The catalyst is [OH-].[Na+].CO. The product is [OH:1][C:2]1[C:11]2[C:6](=[N:7][CH:8]=[CH:9][CH:10]=2)[N:5]([CH2:12][CH2:13][CH:14]([CH3:15])[CH3:16])[C:4](=[O:17])[C:3]=1[C:18]1[NH:23][C:22]2[CH:24]=[CH:25][C:26]([NH:28][S:29]([NH:32][C:33]3[CH:34]=[C:35]([CH:41]=[CH:42][CH:43]=3)[C:36]([OH:38])=[O:37])(=[O:31])=[O:30])=[CH:27][C:21]=2[S:20](=[O:44])(=[O:45])[N:19]=1. The yield is 0.880.